This data is from Forward reaction prediction with 1.9M reactions from USPTO patents (1976-2016). The task is: Predict the product of the given reaction. Given the reactants [Si]([O:18][CH:19]1[CH2:22][C:21](=[CH:23][C:24]#[N:25])[CH2:20]1)(C(C)(C)C)(C1C=CC=CC=1)C1C=CC=CC=1.C[Si](C)(C)CCOC[C:32]1[N:33]=[CH:34][C:35]2[CH:40]=[CH:39][NH:38][C:36]=2[N:37]=1.[N:43]12[CH2:53][CH2:52][CH2:51][N:50]=C1CCCCC2, predict the reaction product. The product is: [OH:18][CH:19]1[CH2:20][C:21]([CH2:23][C:24]#[N:25])([N:43]2[CH:53]=[C:52]([C:34]3[N:33]=[CH:32][NH:37][C:36]4=[N:38][CH:39]=[CH:40][C:35]=34)[CH:51]=[N:50]2)[CH2:22]1.